Dataset: Forward reaction prediction with 1.9M reactions from USPTO patents (1976-2016). Task: Predict the product of the given reaction. Given the reactants C([SiH2][O:6][C:7](C)(C)[C:8]1[CH:13]=[CH:12][C:11]([C:14]2[CH:18]=[C:17]([C:19]([NH2:21])=[O:20])[O:16][N:15]=2)=[CH:10][CH:9]=1)(C)(C)C.N1C=CC=CC=1.O, predict the reaction product. The product is: [OH:6][CH2:7][C:8]1[CH:9]=[CH:10][C:11]([C:14]2[CH:18]=[C:17]([C:19]([NH2:21])=[O:20])[O:16][N:15]=2)=[CH:12][CH:13]=1.